From a dataset of Catalyst prediction with 721,799 reactions and 888 catalyst types from USPTO. Predict which catalyst facilitates the given reaction. Reactant: [CH3:1][C:2]([C:5]1[CH:6]=[C:7]([C:16]2[N:17]=[C:18]([CH2:21][NH:22][CH3:23])[S:19][CH:20]=2)[CH:8]=[C:9]([C:12]([CH3:15])([CH3:14])[CH3:13])[C:10]=1[OH:11])([CH3:4])[CH3:3].CCN(CC)CC.[N+:31]([C:34]1[CH:41]=[CH:40][C:37]([CH2:38]Br)=[CH:36][CH:35]=1)([O-:33])=[O:32].O. Product: [C:2]([C:5]1[CH:6]=[C:7]([C:16]2[N:17]=[C:18]([CH2:21][N:22]([CH3:23])[CH2:38][C:37]3[CH:40]=[CH:41][C:34]([N+:31]([O-:33])=[O:32])=[CH:35][CH:36]=3)[S:19][CH:20]=2)[CH:8]=[C:9]([C:12]([CH3:15])([CH3:14])[CH3:13])[C:10]=1[OH:11])([CH3:4])([CH3:3])[CH3:1]. The catalyst class is: 2.